From a dataset of Forward reaction prediction with 1.9M reactions from USPTO patents (1976-2016). Predict the product of the given reaction. (1) Given the reactants Cl[C:2]1[N:7]=[C:6]2[N:8]([CH:20]3[CH2:25][CH2:24][O:23][CH2:22][CH2:21]3)[C:9](=[O:19])[N:10]([CH2:11][O:12][CH2:13][CH2:14][Si:15]([CH3:18])([CH3:17])[CH3:16])[C:5]2=[CH:4][CH:3]=1.C([Sn](CCCC)(CCCC)[C:31]1[CH:32]=[N:33][N:34]2[CH:39]=[CH:38][N:37]=[CH:36][C:35]=12)CCC, predict the reaction product. The product is: [N:33]1[N:34]2[CH:39]=[CH:38][N:37]=[CH:36][C:35]2=[C:31]([C:2]2[N:7]=[C:6]3[N:8]([CH:20]4[CH2:21][CH2:22][O:23][CH2:24][CH2:25]4)[C:9](=[O:19])[N:10]([CH2:11][O:12][CH2:13][CH2:14][Si:15]([CH3:17])([CH3:18])[CH3:16])[C:5]3=[CH:4][CH:3]=2)[CH:32]=1. (2) Given the reactants [I:1][C:2]1[CH:10]=[CH:9][C:8]([CH3:11])=[CH:7][C:3]=1[C:4]([OH:6])=[O:5].S(=O)(=O)(O)O.[OH-].[Na+].[CH3:19]O, predict the reaction product. The product is: [I:1][C:2]1[CH:10]=[CH:9][C:8]([CH3:11])=[CH:7][C:3]=1[C:4]([O:6][CH3:19])=[O:5]. (3) Given the reactants [NH2:1][C:2]1[CH:10]=[CH:9][C:5]([C:6]([NH2:8])=[O:7])=[CH:4][C:3]=1Br.[C:12]1(B(O)O)[CH2:17][CH2:16][CH2:15][CH2:14][CH:13]=1, predict the reaction product. The product is: [NH2:1][C:2]1[CH:10]=[CH:9][C:5]([C:6]([NH2:8])=[O:7])=[CH:4][C:3]=1[C:12]1[CH2:17][CH2:16][CH2:15][CH2:14][CH:13]=1.